Task: Predict the reaction yield, written as a fraction of the theoretical maximum amount of product (1.0 means a 100% yield; for example, 0.34 means a 34% yield).. Dataset: Reaction yield outcomes from USPTO patents with 853,638 reactions (1) The yield is 0.190. The reactants are [CH:1]1([C:4]([NH:6][C:7]2[N:8]=[C:9]3[CH:14]=[CH:13][C:12]([O:15][C:16]4[CH:17]=[CH:18][C:19]([F:32])=[C:20]([NH:22][C:23]([C:25]5[N:29]([CH3:30])[N:28]=[C:27]([CH3:31])[CH:26]=5)=[O:24])[CH:21]=4)=[N:11][N:10]3[CH:33]=2)=[O:5])CC1.CO.Cl.C(OCC(O)=O)(=[O:39])C.Cl.CN(C)CCCN=C=NCC.ON1C2C=CC=CC=2N=N1.C(N(C(C)C)C(C)C)C.C(=O)([O-])[O-].[Na+].[Na+]. The product is [F:32][C:19]1[CH:18]=[CH:17][C:16]([O:15][C:12]2[CH:13]=[CH:14][C:9]3[N:10]([CH:33]=[C:7]([NH:6][C:4](=[O:5])[CH2:1][OH:39])[N:8]=3)[N:11]=2)=[CH:21][C:20]=1[NH:22][C:23]([C:25]1[N:29]([CH3:30])[N:28]=[C:27]([CH3:31])[CH:26]=1)=[O:24]. The catalyst is O.CO.CN(C)C=O. (2) The reactants are Cl.C[NH:3][CH2:4][C:5]1[CH:13]=[C:12]2[C:8]([CH2:9][N:10]([CH:15]3[CH2:20][CH2:19][C:18](=[O:21])[NH:17][C:16]3=[O:22])[C:11]2=O)=[CH:7][CH:6]=1.[F:23][C:24]([F:38])([C:28]1[CH:33]=[CH:32][C:31]([O:34][CH:35]([CH3:37])[CH3:36])=[CH:30][N:29]=1)[C:25]([OH:27])=O.C(N(CC)C(C)C)(C)C.F[P-](F)(F)(F)(F)F.CN(C(N(C)C)=[N+]1C2C(=NC=CC=2)[N+]([O-:68])=N1)C. The catalyst is CN(C)C=O.O. The product is [O:22]=[C:16]1[CH:15]([N:10]2[CH2:11][C:12]3[C:8](=[CH:7][CH:6]=[C:5]([CH2:4][NH:3][C:25](=[O:27])[C:24]([F:23])([F:38])[C:28]4[CH:33]=[CH:32][C:31]([O:34][CH:35]([CH3:37])[CH3:36])=[CH:30][N:29]=4)[CH:13]=3)[C:9]2=[O:68])[CH2:20][CH2:19][C:18](=[O:21])[NH:17]1. The yield is 0.110. (3) The reactants are Cl.[CH3:2][O:3][C@@H:4]([C@@H:18]1[CH2:22][CH2:21][CH2:20][NH:19]1)[C@@H:5]([CH3:17])[C:6](=[S:16])[NH:7][CH2:8][CH2:9][C:10]1[CH:15]=[CH:14][CH:13]=[CH:12][CH:11]=1.[CH:23]1[C:35]2[CH:34]([CH2:36][O:37][C:38]([N:40]([CH3:68])[C@H:41]([C:45]([NH:47][C@H:48]([C:52]([N:54]([C@@H:56]([C@@H:64]([CH3:67])[CH2:65][CH3:66])[C@H:57]([O:62][CH3:63])[CH2:58][C:59](O)=[O:60])[CH3:55])=[O:53])[CH:49]([CH3:51])[CH3:50])=[O:46])[CH:42]([CH3:44])[CH3:43])=[O:39])[C:33]3[C:28](=[CH:29][CH:30]=[CH:31][CH:32]=3)[C:27]=2[CH:26]=[CH:25][CH:24]=1.C(N(C(C)C)CC)(C)C.CN(C(ON1N=NC2C=CC=NC1=2)=[N+](C)C)C.F[P-](F)(F)(F)(F)F. The catalyst is ClCCl.CN(C)C=O. The product is [CH:23]1[C:35]2[CH:34]([CH2:36][O:37][C:38]([N:40]([CH3:68])[C@H:41]([C:45]([NH:47][C@H:48]([C:52]([N:54]([C@@H:56]([C@@H:64]([CH3:67])[CH2:65][CH3:66])[C@H:57]([O:62][CH3:63])[CH2:58][C:59]([N:19]3[CH2:20][CH2:21][CH2:22][C@H:18]3[C@H:4]([O:3][CH3:2])[C@@H:5]([CH3:17])[C:6]([NH:7][CH2:8][CH2:9][C:10]3[CH:15]=[CH:14][CH:13]=[CH:12][CH:11]=3)=[S:16])=[O:60])[CH3:55])=[O:53])[CH:49]([CH3:51])[CH3:50])=[O:46])[CH:42]([CH3:44])[CH3:43])=[O:39])[C:33]3[C:28](=[CH:29][CH:30]=[CH:31][CH:32]=3)[C:27]=2[CH:26]=[CH:25][CH:24]=1. The yield is 0.660. (4) The yield is 0.600. No catalyst specified. The reactants are C[O:2][C:3](=O)[C@H:4]([N:16]1[C:22](=[O:23])[CH2:21][CH2:20][N:19]([C:24]2[CH:29]=[CH:28][CH:27]=[C:26]([C:30]([F:33])([F:32])[F:31])[CH:25]=2)[CH2:18][CH2:17]1)[CH2:5][CH2:6][N:7]1[CH2:14][CH2:13][C:10]2([CH2:12][CH2:11]2)[C@H:9]([OH:15])[CH2:8]1.[Li+].[BH4-]. The product is [OH:15][C@@H:9]1[CH2:8][N:7]([CH2:6][CH2:5][C@@H:4]([N:16]2[C:22](=[O:23])[CH2:21][CH2:20][N:19]([C:24]3[CH:29]=[CH:28][CH:27]=[C:26]([C:30]([F:31])([F:33])[F:32])[CH:25]=3)[CH2:18][CH2:17]2)[CH2:3][OH:2])[CH2:14][CH2:13][C:10]21[CH2:12][CH2:11]2. (5) The product is [Cl:12][C:13]1[CH:18]=[C:17]([C:2]2[N:7]3[N:8]=[C:9]([NH2:11])[N:10]=[C:6]3[CH:5]=[CH:4][CH:3]=2)[CH:16]=[CH:15][CH:14]=1. The reactants are Br[C:2]1[N:7]2[N:8]=[C:9]([NH2:11])[N:10]=[C:6]2[CH:5]=[CH:4][CH:3]=1.[Cl:12][C:13]1[CH:14]=[C:15](B(O)O)[CH:16]=[CH:17][CH:18]=1.C(=O)([O-])[O-].[Cs+].[Cs+]. The catalyst is C(OCC)(=O)C. The yield is 0.610. (6) The reactants are [CH2:1]([N:5]([CH2:14][CH2:15][CH2:16][CH3:17])[C:6]([C:8]1[CH:12]=[C:11]([CH3:13])[NH:10][N:9]=1)=[O:7])[CH2:2][CH2:3][CH3:4].I[C:19]1[CH:27]=[C:26]([O:28][CH3:29])[CH:25]=[CH:24][C:20]=1[C:21]([OH:23])=[O:22].C(=O)([O-])[O-].[Cs+].[Cs+].CO.C(Cl)Cl. The catalyst is O1CCOCC1.C(OCC)(=O)C.[Cu](I)I. The product is [CH2:1]([N:5]([CH2:14][CH2:15][CH2:16][CH3:17])[C:6]([C:8]1[CH:12]=[C:11]([CH3:13])[N:10]([C:19]2[CH:27]=[C:26]([O:28][CH3:29])[CH:25]=[CH:24][C:20]=2[C:21]([OH:23])=[O:22])[N:9]=1)=[O:7])[CH2:2][CH2:3][CH3:4]. The yield is 0.310. (7) The reactants are [CH2:1]([C:5]1[N:6]=[C:7]([CH3:27])[NH:8][C:9](=[O:26])[C:10]=1[CH2:11][C:12]1[CH:17]=[CH:16][C:15]([C:18]2[C:19]([C:24]#[N:25])=[CH:20][CH:21]=[CH:22][CH:23]=2)=[CH:14][CH:13]=1)[CH2:2][CH2:3][CH3:4].[H-].[Na+].CN(C)C=O.Br[CH2:36][C:37]1[CH:42]=[CH:41][C:40]([F:43])=[CH:39][CH:38]=1. The catalyst is C(OCC)(=O)C. The product is [CH2:1]([C:5]1[N:6]=[C:7]([CH3:27])[N:8]([CH2:36][C:37]2[CH:42]=[CH:41][C:40]([F:43])=[CH:39][CH:38]=2)[C:9](=[O:26])[C:10]=1[CH2:11][C:12]1[CH:17]=[CH:16][C:15]([C:18]2[C:19]([C:24]#[N:25])=[CH:20][CH:21]=[CH:22][CH:23]=2)=[CH:14][CH:13]=1)[CH2:2][CH2:3][CH3:4]. The yield is 0.580.